The task is: Binary Classification. Given a miRNA mature sequence and a target amino acid sequence, predict their likelihood of interaction.. This data is from Experimentally validated miRNA-target interactions with 360,000+ pairs, plus equal number of negative samples. (1) The miRNA is hsa-miR-141-5p with sequence CAUCUUCCAGUACAGUGUUGGA. The protein sequence of the target gene is MDVHTRWKAPRPGAPLLSSPLLLLLLLLWAPPPSRAAQPTDLLEMLDFHNLPSGVTKTTGFCATRRSSKEPDVAYRVSKDAQLSMPTKQLYPESDFPEDFSILTTVKAKKGSQAFLVSVYNEQGIQQLGLELGRSPVFLYEDHTGKPGPEEYPLFPGINLSDGKWHRIAISVYKKNVTLILDCKKKITKFLNRGDHPIIDVNGIIMFGSRILDDEIFEGDIQQLLFVSDHRAAYDYCEHYSPDCDTAVPDTPQSQDPNPDEYYPEGEGETYYYEYPYYEDPEDPGKEPAPSQKPVEAARE.... Result: 0 (no interaction). (2) The miRNA is hsa-miR-216b-3p with sequence ACACACUUACCCGUAGAGAUUCUA. The protein sequence of the target gene is MHGAARAPATSVSADCCIPAGLRLGPVPGTFKLGKYLSDRREPGPKKKVRMVRGELVDESGGSPLEWIGLIRAARNSQEQTLEAIADLPGGQIFYRALRDVQPGEELTVWYSNSLAQWFDIPTTATPTHDEKGEERYICWYCWRTFRYPNSLKAHLRFHCVFSGGGGGAFLHHEHAARQGAVPAADGLGLSPKPPAPDFAAPSQAGTLRPHPLGPPPVQACGAREGIKREASSAPSATSPTPGKWGQPKKGKEQLDRALDMSGAARGQGHFLGIVGGSSAGVGSLAFYPGVRSAFKPAGL.... Result: 0 (no interaction). (3) The miRNA is mmu-miR-702-3p with sequence UGCCCACCCUUUACCCCGCUCC. The protein sequence of the target gene is MANKGNKKRRQFSLEEKMKVVGAVDSGKRKGDVAKEFGITPSTLSTFLKDRTKFEEKVREASVGPQRKRMRSALYDDIDKAVFAWFQEIHAKNILVTGSVIRKKALNLANMLGYDNFQASVGWLNRFRDRHGIALKAVCREDSDRLMNGLGIDKINEWHAGEIIKLIADYSPDDIFNADETGVFFQLLPQHTLAAKGDHCRGGKKAKQRLTALFCCNASGTEKMRPLIVGRSASPHCLKNIHSLPCDYRANQWAWMTRDLFNEWLMQVDARMKRAERRILLLIDNCSAHNMLPHLERIQV.... Result: 0 (no interaction). (4) The protein sequence of the target gene is MNSMNPMKPALPPAPHGDGSFAYESVPWQQSATQPAGSLSVVTTVWGVGNATQSQVLGNPMGPAGSPSGSSMMPGVAGGSSALTSPQCLGQQAFAEGGANKGYVQQGVYSRGGYPGAPGFTTGYAGGPGGLGLPSHAARPSTDFTQAAAAAAVAAAAATATATATATVAALQEKQSQELSQYGAMGAGQSFNSQFLQHGGPRGPSVPAGMNPTGIGGVMGPSGLSPLAMNPTRAAGMTPLYAGQRLPQHGYPGPPQAQPLPRQGVKRTYSEVYPGQQYLQGGQYAPSTAQFAPSPGQPPA.... Result: 1 (interaction). The miRNA is hsa-miR-660-3p with sequence ACCUCCUGUGUGCAUGGAUUA. (5) The miRNA is hsa-miR-6512-3p with sequence UUCCAGCCCUUCUAAUGGUAGG. The protein sequence of the target gene is MAEDVSSAAPSPRGCADGRDADPTEEQMAETERNDEEQFECQELLECQVQVGAPEEEEEEEEDAGLVAEAEAVAAGWMLDFLCLSLCRAFRDGRSEDFRRTRNSAEAIIHGLSSLTACQLRTIYICQFLTRIAAGKTLDAQFENDERITPLESALMIWGSIEKEHDKLHEEIQNLIKIQAIAVCMENGNFKEAEEVFERIFGDPNSHMPFKSKLLMIISQKDTFHSFFQHFSYNHMMEKIKSYVNYVLSEKSSTFLMKAAAKVVESKRTRTITSQDKPSGNDVEMETEANLDTRKSVSDK.... Result: 1 (interaction). (6) The miRNA is hsa-miR-2114-5p with sequence UAGUCCCUUCCUUGAAGCGGUC. The protein sequence of the target gene is MDELAGGGGGGPGMAAPPRQQQGPGGNLGLSPGGNGAAGGGGPPASEGAGPAAGPELSRPQQYTIPGILHYIQHEWARFEMERAHWEVERAELQARIAFLQGERKGQENLKKDLVRRIKMLEYALKQERAKYHKLKYGTELNQGDLKMPTFESEETKDTEAPTAPQNSQLTWKQGRQLLRQYLQEVGYTDTILDVRSQRVRSLLGLSNSEPNGSVETKNLEQILNGGESPKQKGQEIKRSSGDVLETFNFLENADDSDEDEENDMIEGIPEGKDKHRMNKHKIGNEGLAADLTDDPDTEE.... Result: 0 (no interaction). (7) The miRNA is cel-miR-793 with sequence UGAGGUAUCUUAGUUAGACAGA. The protein sequence of the target gene is MSVFSQLAESSKQNPFSLPVRSGNCASAVSAPGQVEFGSGKYYAYCALGGVLSCGITHTAIVPLDLVKCRIQVNPEKYTGIATGFRTTIAEEGARALVKGWAPTLLGYSAQGLGKFGFYEIFKNVYADMLGEENAYLYRTSLYLAASASAEFFADILLAPMEATKVRIQTSPGAPPTLRGCAPMIYKAEGLTGFYKGLPPLWMRQIPYTMMKFACFEKTVEALYQYVVPKPRAECSKAEQLVVTFVAGYIAGVFCAIVSHPADTVVSKLNQDSQATAGGILKKLGFAGVWKGLVPRIIMI.... Result: 1 (interaction). (8) The miRNA is hsa-miR-526b-3p with sequence GAAAGUGCUUCCUUUUAGAGGC. The protein sequence of the target gene is MGAHASVTDTNILSGLESNATGVTAFSMPGWQLALWATAYLALVLVAVTGNATVIWIILAHERMRTVTNYFIINLALADLCMAAFNATFNFIYASHNIWYFGSTFCYFQNLFPVTAMFVSIYSMTAIAADRYMAIVHPFQPRLSAPSTKAVIAVIWLVALALASPQCFYSTITVDQGATKCVVAWPNDNGGKMLLLYHLVVFVLIYFLPLVVMFAAYSVIGLTLWKRAVPRHQAHGANLRHLQAKKKFVKAMVLVVVTFAICWLPYHLYFILGTFQEDIYYRKFIQQVYLALFWLAMSST.... Result: 0 (no interaction).